From a dataset of Forward reaction prediction with 1.9M reactions from USPTO patents (1976-2016). Predict the product of the given reaction. (1) The product is: [CH2:27]([N:12]1[C:13](=[O:15])[CH2:14][C:10]2([C:4]3[C:5](=[CH:6][CH:7]=[C:2]([Cl:1])[CH:3]=3)[N:8]([CH2:17][C:18]([O:20][C:21]([CH3:24])([CH3:23])[CH3:22])=[O:19])[C:9]2=[O:16])[CH2:11]1)[C:28]1[CH:33]=[CH:32][CH:31]=[CH:30][CH:29]=1. Given the reactants [Cl:1][C:2]1[CH:3]=[C:4]2[C:10]3([CH2:14][C:13](=[O:15])[NH:12][CH2:11]3)[C:9](=[O:16])[N:8]([CH2:17][C:18]([O:20][C:21]([CH3:24])([CH3:23])[CH3:22])=[O:19])[C:5]2=[CH:6][CH:7]=1.[H-].[Na+].[CH2:27](Br)[C:28]1[CH:33]=[CH:32][CH:31]=[CH:30][CH:29]=1, predict the reaction product. (2) Given the reactants [C:1](Cl)([CH3:3])=[O:2].Cl.[CH2:6]([O:13][C:14]1[CH:19]=[CH:18][N:17]([C:20]2[CH:21]=[CH:22][C:23]3[C:24]4[CH2:33][CH2:32][NH:31][CH2:30][CH2:29][C:25]=4[NH:26][C:27]=3[CH:28]=2)[C:16](=[O:34])[CH:15]=1)[C:7]1[CH:12]=[CH:11][CH:10]=[CH:9][CH:8]=1.CCN(CC)CC, predict the reaction product. The product is: [C:1]([N:31]1[CH2:32][CH2:33][C:24]2[C:23]3[CH:22]=[CH:21][C:20]([N:17]4[CH:18]=[CH:19][C:14]([O:13][CH2:6][C:7]5[CH:12]=[CH:11][CH:10]=[CH:9][CH:8]=5)=[CH:15][C:16]4=[O:34])=[CH:28][C:27]=3[NH:26][C:25]=2[CH2:29][CH2:30]1)(=[O:2])[CH3:3]. (3) Given the reactants [Li+].[OH-].C[O:4][C:5](=[O:31])[CH2:6][N:7]1[CH:11]=[C:10]([C:12]#[N:13])[C:9]([C:14]2[CH:19]=[C:18]([C:20]([F:23])([F:22])[F:21])[CH:17]=[C:16]([S:24]([CH2:27][CH2:28][CH2:29][CH3:30])(=[O:26])=[O:25])[CH:15]=2)=[CH:8]1.C1COCC1.Cl, predict the reaction product. The product is: [CH2:27]([S:24]([C:16]1[CH:15]=[C:14]([C:9]2[C:10]([C:12]#[N:13])=[CH:11][N:7]([CH2:6][C:5]([OH:31])=[O:4])[CH:8]=2)[CH:19]=[C:18]([C:20]([F:22])([F:21])[F:23])[CH:17]=1)(=[O:26])=[O:25])[CH2:28][CH2:29][CH3:30]. (4) Given the reactants [Cl:1][C:2]1[CH:3]=[C:4]([CH2:9][C:10]([OH:12])=[O:11])[CH:5]=[C:6]([OH:8])[CH:7]=1.[Cl:13][C:14]1[CH:26]=[C:25](F)[C:24]([F:28])=[CH:23][C:15]=1[C:16]([N:18]1[CH2:22][CH2:21][CH2:20][CH2:19]1)=[O:17], predict the reaction product. The product is: [Cl:1][C:2]1[CH:3]=[C:4]([CH2:9][C:10]([OH:12])=[O:11])[CH:5]=[C:6]([O:8][C:25]2[CH:26]=[C:14]([Cl:13])[C:15]([C:16]([N:18]3[CH2:19][CH2:20][CH2:21][CH2:22]3)=[O:17])=[CH:23][C:24]=2[F:28])[CH:7]=1. (5) Given the reactants [CH2:1]([O:3][C:4](=[O:28])[C:5]1[CH:10]=[C:9]([Cl:11])[CH:8]=[C:7]([CH3:12])[C:6]=1[N:13]([C:21]([O:23][C:24]([CH3:27])([CH3:26])[CH3:25])=[O:22])[C:14]([O:16][C:17]([CH3:20])([CH3:19])[CH3:18])=[O:15])[CH3:2].[Br:29]CC1C=C(C=CC=1S(CC)(=O)=O)C#N, predict the reaction product. The product is: [CH2:1]([O:3][C:4](=[O:28])[C:5]1[CH:10]=[C:9]([Cl:11])[CH:8]=[C:7]([CH2:12][Br:29])[C:6]=1[N:13]([C:21]([O:23][C:24]([CH3:27])([CH3:26])[CH3:25])=[O:22])[C:14]([O:16][C:17]([CH3:20])([CH3:19])[CH3:18])=[O:15])[CH3:2]. (6) Given the reactants Cl.[CH:2]([CH:15]1[C:20](=[O:21])[CH2:19][CH2:18][NH:17][CH2:16]1)([C:9]1[CH:14]=[CH:13][CH:12]=[CH:11][CH:10]=1)[C:3]1[CH:8]=[CH:7][CH:6]=[CH:5][CH:4]=1.[OH:22][C:23]1[CH:30]=[CH:29][CH:28]=[CH:27][C:24]=1[CH2:25]O.C(N(C(C)C)CC)(C)C, predict the reaction product. The product is: [CH:2]([CH:15]1[C:20](=[O:21])[CH2:19][CH2:18][N:17]([CH2:25][C:24]2[CH:27]=[CH:28][CH:29]=[CH:30][C:23]=2[OH:22])[CH2:16]1)([C:9]1[CH:14]=[CH:13][CH:12]=[CH:11][CH:10]=1)[C:3]1[CH:4]=[CH:5][CH:6]=[CH:7][CH:8]=1.